This data is from Catalyst prediction with 721,799 reactions and 888 catalyst types from USPTO. The task is: Predict which catalyst facilitates the given reaction. (1) Reactant: [CH2:1]([OH:13])[CH2:2]CCCCCCCCCC.C(N=C=O)CCCCC[N:20]=[C:21]=[O:22].C1C=C(CN=C=O)C=C(CN=C=O)C=1.[C:40]([O-:53])(=[O:52])[CH2:41][CH2:42]CCCCCCCCC.C([Sn+2]CCCC)CCC.[C:40]([O-:53])(=[O:52])[CH2:41][CH2:42]CCCCCCCCC.COC1C=CC(O)=CC=1. Product: [C:40]([OH:53])(=[O:52])[CH:41]=[CH2:42].[NH2:20][C:21]([O:13][CH2:1][CH3:2])=[O:22]. The catalyst class is: 11. (2) Reactant: Br[C:2]1[S:10][C:9]2[C:4](=[N:5][CH:6]=[CH:7][C:8]=2[O:11][C:12]2[CH:17]=[CH:16][C:15]([N+:18]([O-:20])=[O:19])=[CH:14][C:13]=2[F:21])[CH:3]=1.CC1(C)C(C)(C)OB([C:30]2[CH:35]=[CH:34][C:33]([S:36]([CH3:39])(=[O:38])=[O:37])=[CH:32][CH:31]=2)O1.[F-].[Cs+].C([O-])(O)=O.[Na+]. Product: [F:21][C:13]1[CH:14]=[C:15]([N+:18]([O-:20])=[O:19])[CH:16]=[CH:17][C:12]=1[O:11][C:8]1[CH:7]=[CH:6][N:5]=[C:4]2[CH:3]=[C:2]([C:30]3[CH:35]=[CH:34][C:33]([S:36]([CH3:39])(=[O:38])=[O:37])=[CH:32][CH:31]=3)[S:10][C:9]=12. The catalyst class is: 108. (3) Reactant: [CH2:1]([O:8][C:9]1[CH:10]=[C:11]2[C:16](=[CH:17][C:18]=1[O:19][CH3:20])[N:15]=[CH:14][C:13]([N+:21]([O-])=O)=[C:12]2[NH:24][C:25]1[CH:32]=[CH:31][C:28]([C:29]#[N:30])=[CH:27][C:26]=1[F:33])[C:2]1[CH:7]=[CH:6][CH:5]=[CH:4][CH:3]=1.O.O.[Sn](Cl)Cl.O.C(OCC)(=O)C. Product: [NH2:21][C:13]1[CH:14]=[N:15][C:16]2[C:11]([C:12]=1[NH:24][C:25]1[CH:32]=[CH:31][C:28]([C:29]#[N:30])=[CH:27][C:26]=1[F:33])=[CH:10][C:9]([O:8][CH2:1][C:2]1[CH:3]=[CH:4][CH:5]=[CH:6][CH:7]=1)=[C:18]([O:19][CH3:20])[CH:17]=2. The catalyst class is: 8. (4) Reactant: [Cl:1][C:2]1[CH:7]=[CH:6][C:5]([S:8]([CH:11]([C:21]2[CH:26]=[C:25]([F:27])[CH:24]=[CH:23][C:22]=2[F:28])[C:12]2[N:17]=[CH:16][C:15]([C:18]([OH:20])=O)=[CH:14][CH:13]=2)(=[O:10])=[O:9])=[CH:4][CH:3]=1.C(N(CC)CC)C.Cl.C(N=C=NCCCN(C)C)C.Cl.[CH2:49]([CH2:51][NH2:52])[OH:50]. Product: [Cl:1][C:2]1[CH:7]=[CH:6][C:5]([S:8]([CH:11]([C:21]2[CH:26]=[C:25]([F:27])[CH:24]=[CH:23][C:22]=2[F:28])[C:12]2[CH:13]=[CH:14][C:15]([C:18]([NH:52][CH2:51][CH2:49][OH:50])=[O:20])=[CH:16][N:17]=2)(=[O:10])=[O:9])=[CH:4][CH:3]=1. The catalyst class is: 119. (5) Reactant: [NH2:1][CH2:2][C:3]1[CH:20]=[CH:19][CH:18]=[CH:17][C:4]=1[O:5][CH2:6][CH2:7][CH2:8][NH:9][C:10](=[O:16])[O:11][C:12]([CH3:15])([CH3:14])[CH3:13].CCN(C(C)C)C(C)C.Cl[C:31](Cl)([O:33]C(=O)OC(Cl)(Cl)Cl)Cl. Product: [C:12]([O:11][C:10](=[O:16])[NH:9][CH2:8][CH2:7][CH2:6][O:5][C:4]1[CH:17]=[CH:18][CH:19]=[CH:20][C:3]=1[CH2:2][N:1]=[C:31]=[O:33])([CH3:15])([CH3:14])[CH3:13]. The catalyst class is: 2.